Dataset: Reaction yield outcomes from USPTO patents with 853,638 reactions. Task: Predict the reaction yield, written as a fraction of the theoretical maximum amount of product (1.0 means a 100% yield; for example, 0.34 means a 34% yield). (1) The reactants are [CH:1]([N:4]1[C:9]2[N:10]=[C:11]([S:15][CH3:16])[N:12]=[C:13]([CH3:14])[C:8]=2[CH:7]=[CH:6][C:5]1=[O:17])([CH3:3])[CH3:2].C1C=C(Cl)C=C(C(OO)=[O:26])C=1.[OH2:29]. The catalyst is C(Cl)Cl.C([O-])([O-])=O.[K+].[K+]. The product is [CH:1]([N:4]1[C:9]2[N:10]=[C:11]([S:15]([CH3:16])(=[O:26])=[O:29])[N:12]=[C:13]([CH3:14])[C:8]=2[CH:7]=[CH:6][C:5]1=[O:17])([CH3:3])[CH3:2]. The yield is 0.990. (2) The reactants are [F:1][C:2]([F:15])([F:14])[C:3]1[CH:13]=[CH:12][CH:11]=[CH:10][C:4]=1[O:5][CH2:6][C:7]([OH:9])=O.C(Cl)(=O)C(Cl)=O.[NH:22]1[CH2:27][CH2:26][C:25]2([C:35]3[C:30](=[CH:31][CH:32]=[CH:33][CH:34]=3)[NH:29][C:28]2=[O:36])[CH2:24][CH2:23]1.C(N(CC)CC)C. The catalyst is O.CN(C)C=O.C(Cl)Cl. The product is [F:14][C:2]([F:1])([F:15])[C:3]1[CH:13]=[CH:12][CH:11]=[CH:10][C:4]=1[O:5][CH2:6][C:7]([N:22]1[CH2:27][CH2:26][C:25]2([C:35]3[C:30](=[CH:31][CH:32]=[CH:33][CH:34]=3)[NH:29][C:28]2=[O:36])[CH2:24][CH2:23]1)=[O:9]. The yield is 0.399. (3) The reactants are [NH2:1][C:2]1[C:11]2[C:6](=[C:7](Br)[CH:8]=[CH:9][CH:10]=2)[N:5]=[N:4][C:3]=1[C:13]([NH:15][CH2:16][CH2:17][CH3:18])=[O:14].[N:19]1[CH:24]=[CH:23][CH:22]=[C:21](B(O)O)[CH:20]=1. The product is [NH2:1][C:2]1[C:11]2[C:6](=[C:7]([C:21]3[CH:20]=[N:19][CH:24]=[CH:23][CH:22]=3)[CH:8]=[CH:9][CH:10]=2)[N:5]=[N:4][C:3]=1[C:13]([NH:15][CH2:16][CH2:17][CH3:18])=[O:14]. The yield is 0.740. No catalyst specified. (4) The reactants are [N:1]1[C:10]2[C:5](=[CH:6][C:7]([C:11]([OH:13])=[O:12])=[CH:8][CH:9]=2)[CH:4]=[CH:3][CH:2]=1.C(N1C=CN=C1)(N1C=CN=C1)=O.[C:26](O)([CH3:29])([CH3:28])[CH3:27].N12CCCN=C1CCCCC2. The catalyst is CN(C=O)C. The product is [C:26]([O:12][C:11]([C:7]1[CH:6]=[C:5]2[C:10](=[CH:9][CH:8]=1)[N:1]=[CH:2][CH:3]=[CH:4]2)=[O:13])([CH3:29])([CH3:28])[CH3:27]. The yield is 0.920. (5) The reactants are Br[CH2:2][C:3]1[C:8]([I:9])=[CH:7][CH:6]=[CH:5][N:4]=1.ClC1C(C[N:18]([C:22]2[CH:27]=[CH:26][CH:25]=[CH:24][C:23]=2[CH:28]=[CH2:29])[C:19](=[O:21])[CH3:20])=CC(F)=C(Cl)N=1. No catalyst specified. The product is [I:9][C:8]1[C:3]([CH2:2][N:18]([C:22]2[CH:27]=[CH:26][CH:25]=[CH:24][C:23]=2[CH:28]=[CH2:29])[C:19](=[O:21])[CH3:20])=[N:4][CH:5]=[CH:6][CH:7]=1. The yield is 0.700. (6) The reactants are [NH2:1][C:2]1([CH3:17])[CH2:8][CH2:7][N:6]([CH2:9][C:10]2[CH:15]=[CH:14][CH:13]=[CH:12][CH:11]=2)[CH2:5][CH2:4][CH:3]1[OH:16].CCN(CC)CC.[F:25][C:26]([F:37])([F:36])[C:27](O[C:27](=[O:28])[C:26]([F:37])([F:36])[F:25])=[O:28]. The catalyst is C1COCC1. The product is [CH2:9]([N:6]1[CH2:5][CH2:4][CH:3]([OH:16])[C:2]([NH:1][C:27](=[O:28])[C:26]([F:37])([F:36])[F:25])([CH3:17])[CH2:8][CH2:7]1)[C:10]1[CH:11]=[CH:12][CH:13]=[CH:14][CH:15]=1. The yield is 0.470. (7) The reactants are [F:1][C:2]1[CH:7]=[CH:6][C:5]([CH2:8][C:9]2[C:10]([N:16]3[CH2:22][C:21]4[CH:23]=[C:24]([C:27]5[CH:28]=[C:29]([N+:34]([O-])=O)[C:30]([NH2:33])=[N:31][CH:32]=5)[CH:25]=[CH:26][C:20]=4[O:19][CH2:18][CH2:17]3)=[N:11][CH:12]=[N:13][C:14]=2[CH3:15])=[CH:4][CH:3]=1.[Sn](Cl)Cl. The catalyst is C(O)(=O)C. The product is [F:1][C:2]1[CH:3]=[CH:4][C:5]([CH2:8][C:9]2[C:10]([N:16]3[CH2:22][C:21]4[CH:23]=[C:24]([C:27]5[CH:28]=[C:29]([NH2:34])[C:30]([NH2:33])=[N:31][CH:32]=5)[CH:25]=[CH:26][C:20]=4[O:19][CH2:18][CH2:17]3)=[N:11][CH:12]=[N:13][C:14]=2[CH3:15])=[CH:6][CH:7]=1. The yield is 0.600. (8) The reactants are [C:1]1([CH2:7][CH2:8][NH2:9])[CH:6]=[CH:5][CH:4]=[CH:3][CH:2]=1.[S:10]([OH:14])([OH:13])(=[O:12])=[O:11].CS[C:17](=[NH:19])[NH2:18].O.[OH-].[Na+]. The catalyst is C(O)C. The product is [S:10]([OH:14])([OH:13])(=[O:12])=[O:11].[C:1]1([CH2:7][CH2:8][NH:9][C:17]([NH2:19])=[NH:18])[CH:6]=[CH:5][CH:4]=[CH:3][CH:2]=1.[C:1]1([CH2:7][CH2:8][NH:9][C:17]([NH2:19])=[NH:18])[CH:6]=[CH:5][CH:4]=[CH:3][CH:2]=1. The yield is 0.615.